Dataset: Catalyst prediction with 721,799 reactions and 888 catalyst types from USPTO. Task: Predict which catalyst facilitates the given reaction. (1) Reactant: CN([CH:4]=[O:5])C.O=P(Cl)(Cl)Cl.[F:11][C:12]1[C:16]([F:17])=[CH:15][NH:14][CH:13]=1.CC([O-])=O.[Na+]. Product: [F:11][C:12]1[C:16]([F:17])=[CH:15][NH:14][C:13]=1[CH:4]=[O:5]. The catalyst class is: 34. (2) Reactant: [CH2:1]([C:3]1[CH:4]=[CH:5][C:6]([N+:10]([O-])=O)=[C:7]([CH:9]=1)[NH2:8])[CH3:2].[Sn](Cl)(Cl)(Cl)Cl.C(=O)([O-])O.[Na+]. Product: [CH2:1]([C:3]1[CH:4]=[CH:5][C:6]([NH2:10])=[C:7]([NH2:8])[CH:9]=1)[CH3:2]. The catalyst class is: 8. (3) The catalyst class is: 2. Reactant: [NH:1]1[CH2:6][CH2:5][CH:4]([CH2:7][NH:8][C:9](=[O:15])[O:10][C:11]([CH3:14])([CH3:13])[CH3:12])[CH2:3][CH2:2]1.CCN(CC)CC.[CH3:23][S:24](Cl)(=[O:26])=[O:25].CO. Product: [CH3:23][S:24]([N:1]1[CH2:6][CH2:5][CH:4]([CH2:7][NH:8][C:9](=[O:15])[O:10][C:11]([CH3:12])([CH3:14])[CH3:13])[CH2:3][CH2:2]1)(=[O:26])=[O:25]. (4) Reactant: [N:1]1[CH:6]=[CH:5][C:4]([NH:7][C:8]([NH2:10])=[S:9])=[CH:3][CH:2]=1.[CH2:11]([O:13][C:14](=[O:19])[C:15](=O)[CH2:16]Br)[CH3:12]. Product: [CH2:11]([O:13][C:14]([C:15]1[N:10]=[C:8]([NH:7][C:4]2[CH:5]=[CH:6][N:1]=[CH:2][CH:3]=2)[S:9][CH:16]=1)=[O:19])[CH3:12]. The catalyst class is: 5. (5) Reactant: C1([C@@H]([NH:9][C@H:10]2[CH2:15][CH2:14][O:13][CH2:12][C@@H:11]2[C:16]([O:18][CH2:19][CH3:20])=[O:17])C)C=CC=CC=1. Product: [NH2:9][C@H:10]1[CH2:15][CH2:14][O:13][CH2:12][C@@H:11]1[C:16]([O:18][CH2:19][CH3:20])=[O:17]. The catalyst class is: 50. (6) The catalyst class is: 3. Reactant: CC1C=CC(S(O[CH2:12][CH2:13][F:14])(=O)=O)=CC=1.[F:15][C:16]1[CH:21]=[CH:20][C:19]([C:22]2[C:23](=[O:33])[C:24]([C:28]([O:30][CH2:31][CH3:32])=[O:29])=[CH:25][NH:26][CH:27]=2)=[CH:18][CH:17]=1.C(=O)([O-])[O-].[Cs+].[Cs+].C(OCC)(=O)C. Product: [F:14][CH2:13][CH2:12][N:26]1[CH:27]=[C:22]([C:19]2[CH:18]=[CH:17][C:16]([F:15])=[CH:21][CH:20]=2)[C:23](=[O:33])[C:24]([C:28]([O:30][CH2:31][CH3:32])=[O:29])=[CH:25]1. (7) Reactant: [F:1][C:2]1[CH:7]=[CH:6][C:5]([C@:8]2([CH2:32][CH2:33][CH2:34][OH:35])[O:13][C:12](=[O:14])[N:11]([C@H:15]([C:17]3[CH:22]=[CH:21][C:20](B4OC(C)(C)C(C)(C)O4)=[CH:19][CH:18]=3)[CH3:16])[CH2:10][CH2:9]2)=[CH:4][CH:3]=1.[Cl:36][C:37]1[N:42]=[C:41](Cl)[CH:40]=[CH:39][N:38]=1.C([O-])([O-])=O.[Cs+].[Cs+]. Product: [Cl:36][C:37]1[N:42]=[C:41]([C:20]2[CH:19]=[CH:18][C:17]([C@@H:15]([N:11]3[CH2:10][CH2:9][C@@:8]([C:5]4[CH:6]=[CH:7][C:2]([F:1])=[CH:3][CH:4]=4)([CH2:32][CH2:33][CH2:34][OH:35])[O:13][C:12]3=[O:14])[CH3:16])=[CH:22][CH:21]=2)[CH:40]=[CH:39][N:38]=1. The catalyst class is: 184.